Task: Predict the reaction yield, written as a fraction of the theoretical maximum amount of product (1.0 means a 100% yield; for example, 0.34 means a 34% yield).. Dataset: Reaction yield outcomes from USPTO patents with 853,638 reactions (1) The reactants are [CH:1]([C:4]1[CH:9]=[CH:8][C:7]([C:10]2[O:14][C:13]([C:15]3[CH:16]=[C:17]([CH:22]=[CH:23][CH:24]=3)[C:18]([O:20][CH3:21])=[O:19])=[N:12][N:11]=2)=[CH:6][CH:5]=1)([CH3:3])[CH3:2].[C:25]1(C)[CH:30]=CC=[C:27](B(O)O)[CH:26]=1.[F-].[K+].C(P(C(C)(C)C)C(C)(C)C)(C)(C)C. The catalyst is CCCCCC. The product is [CH3:27][C:26]1[CH:2]=[C:1]([C:4]2[CH:5]=[CH:6][C:7]([C:10]3[O:14][C:13]([C:15]4[CH:16]=[C:17]([CH:22]=[CH:23][CH:24]=4)[C:18]([O:20][CH3:21])=[O:19])=[N:12][N:11]=3)=[CH:8][CH:9]=2)[CH:3]=[CH:30][CH:25]=1. The yield is 0.440. (2) The reactants are [N:1]1[CH:6]=[C:5]([CH2:7][O:8][C:9]2[CH:14]=[CH:13][C:12]([CH2:15][C:16]([O:18]C)=[O:17])=[CH:11][CH:10]=2)[CH:4]=[N:3][CH:2]=1.[ClH:20]. The catalyst is [OH-].[Na+]. The product is [ClH:20].[N:1]1[CH:6]=[C:5]([CH2:7][O:8][C:9]2[CH:10]=[CH:11][C:12]([CH2:15][C:16]([OH:18])=[O:17])=[CH:13][CH:14]=2)[CH:4]=[N:3][CH:2]=1. The yield is 0.470.